Dataset: Peptide-MHC class I binding affinity with 185,985 pairs from IEDB/IMGT. Task: Regression. Given a peptide amino acid sequence and an MHC pseudo amino acid sequence, predict their binding affinity value. This is MHC class I binding data. (1) The peptide sequence is VTRPLRTMV. The MHC is HLA-B57:01 with pseudo-sequence HLA-B57:01. The binding affinity (normalized) is 0.0847. (2) The peptide sequence is RVSTPQGLVK. The MHC is HLA-A03:01 with pseudo-sequence HLA-A03:01. The binding affinity (normalized) is 0.835.